Predict the product of the given reaction. From a dataset of Forward reaction prediction with 1.9M reactions from USPTO patents (1976-2016). (1) Given the reactants C([O-])(=[O:8])C1C=CC=CC=1.[CH2:10]([P+:14]([CH2:23][CH2:24][CH2:25][CH3:26])([CH2:19][CH2:20][CH2:21][CH3:22])[CH2:15][CH2:16][CH2:17][CH3:18])[CH2:11][CH2:12][CH3:13].C(O)(=O)C1C=CC=CC=1, predict the reaction product. The product is: [OH-:8].[CH2:23]([P+:14]([CH2:10][CH2:11][CH2:12][CH3:13])([CH2:15][CH2:16][CH2:17][CH3:18])[CH2:19][CH2:20][CH2:21][CH3:22])[CH2:24][CH2:25][CH3:26]. (2) Given the reactants [Cl:1][C:2]1[CH:3]=[C:4]2[CH:10]=[CH:9][N:8]([Si:11]([CH:18]([CH3:20])[CH3:19])([CH:15]([CH3:17])[CH3:16])[CH:12]([CH3:14])[CH3:13])[C:5]2=[N:6][CH:7]=1.C([Li])(CC)C.Cl[C:27](=[O:42])[CH2:28][CH:29]1[CH2:34][CH2:33][N:32]([C:35]([O:37][C:38]([CH3:41])([CH3:40])[CH3:39])=[O:36])[CH2:31][CH2:30]1.O, predict the reaction product. The product is: [Cl:1][C:2]1[C:3]([C:27](=[O:42])[CH2:28][CH:29]2[CH2:34][CH2:33][N:32]([C:35]([O:37][C:38]([CH3:40])([CH3:39])[CH3:41])=[O:36])[CH2:31][CH2:30]2)=[C:4]2[CH:10]=[CH:9][N:8]([Si:11]([CH:15]([CH3:17])[CH3:16])([CH:18]([CH3:20])[CH3:19])[CH:12]([CH3:13])[CH3:14])[C:5]2=[N:6][CH:7]=1. (3) The product is: [C:3]([O:7][C:8]([N:10]1[CH2:11][C@@H:12]([O:36][C:38]2[CH:43]=[CH:42][C:41]([C:44]([F:47])([F:46])[F:45])=[CH:40][CH:39]=2)[C@H:13]([CH2:15][N:16]([CH:33]([CH3:34])[CH3:35])[C:17](=[O:32])[C:18]2[CH:23]=[CH:22][C:21]([O:24][CH3:25])=[C:20]([O:26][CH2:27][CH2:28][CH2:29][O:30][CH3:31])[CH:19]=2)[CH2:14]1)=[O:9])([CH3:5])([CH3:6])[CH3:4]. Given the reactants [H-].[Na+].[C:3]([O:7][C:8]([N:10]1[CH2:14][C@@H:13]([CH2:15][N:16]([CH:33]([CH3:35])[CH3:34])[C:17](=[O:32])[C:18]2[CH:23]=[CH:22][C:21]([O:24][CH3:25])=[C:20]([O:26][CH2:27][CH2:28][CH2:29][O:30][CH3:31])[CH:19]=2)[C@H:12]([OH:36])[CH2:11]1)=[O:9])([CH3:6])([CH3:5])[CH3:4].F[C:38]1[CH:43]=[CH:42][C:41]([C:44]([F:47])([F:46])[F:45])=[CH:40][CH:39]=1.C([O-])(O)=O.[Na+], predict the reaction product. (4) Given the reactants [C:1]1([C:7]2[CH:11]([C:12]3[CH:17]=[CH:16][CH:15]=[CH:14][CH:13]=3)[C:10](=[S:18])[NH:9][N:8]=2)[CH:6]=[CH:5][CH:4]=[CH:3][CH:2]=1.Br[CH2:20][C:21]#[N:22].C([O-])([O-])=O.[K+].[K+].O, predict the reaction product. The product is: [C:1]1([C:7]2[C:11]([C:12]3[CH:13]=[CH:14][CH:15]=[CH:16][CH:17]=3)=[C:10]([S:18][CH2:20][C:21]#[N:22])[NH:9][N:8]=2)[CH:2]=[CH:3][CH:4]=[CH:5][CH:6]=1. (5) Given the reactants [CH3:1][O:2][C:3]1[N:8]=[C:7]([CH2:9][CH2:10][OH:11])[CH:6]=[CH:5][CH:4]=1.C(N(CC)CC)C.[C:19]1([CH3:29])[CH:24]=[CH:23][C:22]([S:25](Cl)(=[O:27])=[O:26])=[CH:21][CH:20]=1, predict the reaction product. The product is: [CH3:29][C:19]1[CH:24]=[CH:23][C:22]([S:25]([O:11][CH2:10][CH2:9][C:7]2[CH:6]=[CH:5][CH:4]=[C:3]([O:2][CH3:1])[N:8]=2)(=[O:27])=[O:26])=[CH:21][CH:20]=1. (6) Given the reactants [Cl:1][C:2]1[CH:3]=[C:4]2[C:9](=[CH:10][CH:11]=1)[CH:8]=[C:7]([S:12]([NH:15][C@H:16]1[CH2:20][CH2:19][N:18]([C@H:21]([CH3:25])[C:22]([OH:24])=O)[C:17]1=[O:26])(=[O:14])=[O:13])[CH:6]=[CH:5]2.Cl.CN(C)CCCN=C=NCC.C1C=CC2N(O)N=NC=2C=1.[CH3:49][CH:50]1[CH2:55][CH2:54][CH2:53][NH:52][CH2:51]1, predict the reaction product. The product is: [Cl:1][C:2]1[CH:3]=[C:4]2[C:9](=[CH:10][CH:11]=1)[CH:8]=[C:7]([S:12]([NH:15][C@H:16]1[CH2:20][CH2:19][N:18]([C@H:21]([CH3:25])[C:22]([N:52]3[CH2:53][CH2:54][CH2:55][CH:50]([CH3:49])[CH2:51]3)=[O:24])[C:17]1=[O:26])(=[O:14])=[O:13])[CH:6]=[CH:5]2. (7) Given the reactants [O:1]1[CH2:6][CH2:5][N:4]([C:7]2[CH:12]=[CH:11][C:10]([C:13]([C:17]3[CH:22]=[CH:21][CH:20]=[CH:19][CH:18]=3)([OH:16])[C:14]#[CH:15])=[CH:9][CH:8]=2)[CH2:3][CH2:2]1.[CH3:23][C:24]1([CH3:42])[C:36]2[CH:35]=[C:34](O)[C:33]3[CH:38]=[CH:39][CH:40]=[CH:41][C:32]=3[C:31]=2[C:30]2[CH:29]=[CH:28][CH:27]=[CH:26][C:25]1=2, predict the reaction product. The product is: [C:17]1([C:13]2([C:10]3[CH:9]=[CH:8][C:7]([N:4]4[CH2:3][CH2:2][O:1][CH2:6][CH2:5]4)=[CH:12][CH:11]=3)[O:16][C:34]3[C:33]4[CH:38]=[CH:39][CH:40]=[CH:41][C:32]=4[C:31]4[C:30]5[C:25](=[CH:26][CH:27]=[CH:28][CH:29]=5)[C:24]([CH3:42])([CH3:23])[C:36]=4[C:35]=3[CH:15]=[CH:14]2)[CH:18]=[CH:19][CH:20]=[CH:21][CH:22]=1.